From a dataset of Forward reaction prediction with 1.9M reactions from USPTO patents (1976-2016). Predict the product of the given reaction. Given the reactants Cl[C:2]1[N:20]=[C:5]2[C:6]([NH:10][CH2:11][C:12]3[CH:17]=[CH:16][CH:15]=[C:14]([O:18][CH3:19])[CH:13]=3)=[CH:7][CH:8]=[CH:9][N:4]2[N:3]=1.[CH3:21][C:22]1[N:27]=[CH:26][C:25]([NH2:28])=[CH:24][CH:23]=1, predict the reaction product. The product is: [CH3:19][O:18][C:14]1[CH:13]=[C:12]([CH:17]=[CH:16][CH:15]=1)[CH2:11][NH:10][C:6]1[C:5]2[N:4]([N:3]=[C:2]([NH:28][C:25]3[CH:26]=[N:27][C:22]([CH3:21])=[CH:23][CH:24]=3)[N:20]=2)[CH:9]=[CH:8][CH:7]=1.